This data is from Peptide-MHC class II binding affinity with 134,281 pairs from IEDB. The task is: Regression. Given a peptide amino acid sequence and an MHC pseudo amino acid sequence, predict their binding affinity value. This is MHC class II binding data. (1) The peptide sequence is GGSLRLSCAASGFTF. The MHC is DRB5_0101 with pseudo-sequence DRB5_0101. The binding affinity (normalized) is 0.158. (2) The peptide sequence is VVAVGPGRWDEDGAK. The MHC is DRB4_0101 with pseudo-sequence DRB4_0103. The binding affinity (normalized) is 0. (3) The peptide sequence is SDFYGLISERFINYC. The MHC is DRB1_0404 with pseudo-sequence DRB1_0404. The binding affinity (normalized) is 0.443. (4) The peptide sequence is AVIRGKKGAGGITIK. The MHC is DRB1_0701 with pseudo-sequence DRB1_0701. The binding affinity (normalized) is 0.516. (5) The binding affinity (normalized) is 0.716. The MHC is DRB5_0101 with pseudo-sequence DRB5_0101. The peptide sequence is GELQIVDKIDAAFKF. (6) The peptide sequence is QMATTLPVQRHPRSL. The MHC is DRB3_0202 with pseudo-sequence DRB3_0202. The binding affinity (normalized) is 0.0559.